From a dataset of Full USPTO retrosynthesis dataset with 1.9M reactions from patents (1976-2016). Predict the reactants needed to synthesize the given product. (1) Given the product [CH3:14][C:9]1[CH:10]=[C:11]([S:12][CH3:13])[C:6]([NH:5][C:3](=[O:4])[C:2]([F:17])([F:16])[F:1])=[C:7]([CH:8]=1)[C:23]([OH:25])=[O:24], predict the reactants needed to synthesize it. The reactants are: [F:1][C:2]([F:17])([F:16])[C:3]([NH:5][C:6]1[C:11]([S:12][CH3:13])=[CH:10][C:9]([CH3:14])=[CH:8][C:7]=1Br)=[O:4].C([Li])CCC.[C:23](=[O:25])=[O:24]. (2) Given the product [CH2:1]([O:8][C:9](=[O:23])[CH2:10][C:11]1[CH:12]=[CH:13][C:14]2[O:18][C:17]([C:25]3[C:26]([C:31]([O:33][CH3:34])=[O:32])=[N:27][CH:28]=[CH:29][CH:30]=3)=[CH:16][C:15]=2[CH:22]=1)[C:2]1[CH:7]=[CH:6][CH:5]=[CH:4][CH:3]=1, predict the reactants needed to synthesize it. The reactants are: [CH2:1]([O:8][C:9](=[O:23])[CH2:10][C:11]1[CH:12]=[CH:13][C:14]2[O:18][C:17](B(O)O)=[CH:16][C:15]=2[CH:22]=1)[C:2]1[CH:7]=[CH:6][CH:5]=[CH:4][CH:3]=1.Br[C:25]1[C:26]([C:31]([O:33][CH3:34])=[O:32])=[N:27][CH:28]=[CH:29][CH:30]=1.C([O-])([O-])=O.[K+].[K+].